This data is from NCI-60 drug combinations with 297,098 pairs across 59 cell lines. The task is: Regression. Given two drug SMILES strings and cell line genomic features, predict the synergy score measuring deviation from expected non-interaction effect. (1) Drug 1: CC1C(C(CC(O1)OC2CC(CC3=C2C(=C4C(=C3O)C(=O)C5=C(C4=O)C(=CC=C5)OC)O)(C(=O)C)O)N)O.Cl. Drug 2: C1=NC(=NC(=O)N1C2C(C(C(O2)CO)O)O)N. Cell line: 786-0. Synergy scores: CSS=28.9, Synergy_ZIP=-6.61, Synergy_Bliss=4.97, Synergy_Loewe=0.0935, Synergy_HSA=4.41. (2) Drug 1: C1=NC2=C(N1)C(=S)N=C(N2)N. Drug 2: CC1=CC=C(C=C1)C2=CC(=NN2C3=CC=C(C=C3)S(=O)(=O)N)C(F)(F)F. Cell line: UACC-257. Synergy scores: CSS=22.9, Synergy_ZIP=-5.30, Synergy_Bliss=1.02, Synergy_Loewe=-13.6, Synergy_HSA=0.906. (3) Drug 1: CC12CCC3C(C1CCC2=O)CC(=C)C4=CC(=O)C=CC34C. Drug 2: CN(CC1=CN=C2C(=N1)C(=NC(=N2)N)N)C3=CC=C(C=C3)C(=O)NC(CCC(=O)O)C(=O)O. Cell line: A549. Synergy scores: CSS=60.8, Synergy_ZIP=2.49, Synergy_Bliss=1.25, Synergy_Loewe=4.17, Synergy_HSA=5.03. (4) Drug 1: C1CN1P(=S)(N2CC2)N3CC3. Drug 2: C1=NNC2=C1C(=O)NC=N2. Cell line: SW-620. Synergy scores: CSS=8.83, Synergy_ZIP=-2.11, Synergy_Bliss=0.760, Synergy_Loewe=-6.16, Synergy_HSA=-0.565. (5) Drug 1: CCC1=CC2CC(C3=C(CN(C2)C1)C4=CC=CC=C4N3)(C5=C(C=C6C(=C5)C78CCN9C7C(C=CC9)(C(C(C8N6C)(C(=O)OC)O)OC(=O)C)CC)OC)C(=O)OC.C(C(C(=O)O)O)(C(=O)O)O. Drug 2: C(=O)(N)NO. Cell line: T-47D. Synergy scores: CSS=36.9, Synergy_ZIP=2.39, Synergy_Bliss=4.16, Synergy_Loewe=-28.4, Synergy_HSA=3.16. (6) Drug 2: CN1C2=C(C=C(C=C2)N(CCCl)CCCl)N=C1CCCC(=O)O.Cl. Drug 1: CC1C(C(CC(O1)OC2CC(CC3=C2C(=C4C(=C3O)C(=O)C5=C(C4=O)C(=CC=C5)OC)O)(C(=O)C)O)N)O.Cl. Cell line: U251. Synergy scores: CSS=43.2, Synergy_ZIP=-1.58, Synergy_Bliss=-0.826, Synergy_Loewe=-44.2, Synergy_HSA=-0.0330.